This data is from Full USPTO retrosynthesis dataset with 1.9M reactions from patents (1976-2016). The task is: Predict the reactants needed to synthesize the given product. (1) The reactants are: Cl[S:2]([C:5]1[CH:13]=[CH:12][C:8]([C:9]([OH:11])=[O:10])=[CH:7][CH:6]=1)(=[O:4])=[O:3].[Cl:14][C:15]1[CH:16]=[C:17]([CH:19]=[CH:20][CH:21]=1)[NH2:18]. Given the product [Cl:14][C:15]1[CH:16]=[C:17]([NH:18][S:2]([C:5]2[CH:13]=[CH:12][C:8]([C:9]([OH:11])=[O:10])=[CH:7][CH:6]=2)(=[O:4])=[O:3])[CH:19]=[CH:20][CH:21]=1, predict the reactants needed to synthesize it. (2) Given the product [CH:2]1([NH:5][C:6]([NH:8][C:9]2[CH:14]=[CH:13][C:12]([C:15]3[N:16]=[C:17]([N:24]4[CH2:29][CH2:28][O:27][CH2:26][C@@H:25]4[CH3:30])[C:18]4[CH2:23][N:22]([CH:40]([CH3:42])[CH3:39])[CH2:21][C:19]=4[N:20]=3)=[C:11]([F:31])[CH:10]=2)=[O:7])[CH2:3][CH2:4]1, predict the reactants needed to synthesize it. The reactants are: Cl.[CH:2]1([NH:5][C:6]([NH:8][C:9]2[CH:14]=[CH:13][C:12]([C:15]3[N:16]=[C:17]([N:24]4[CH2:29][CH2:28][O:27][CH2:26][C@@H:25]4[CH3:30])[C:18]4[CH2:23][NH:22][CH2:21][C:19]=4[N:20]=3)=[C:11]([F:31])[CH:10]=2)=[O:7])[CH2:4][CH2:3]1.C(N(CC)CC)C.[CH3:39][C:40]([CH3:42])=O.C(O[BH-](OC(=O)C)OC(=O)C)(=O)C.[Na+]. (3) Given the product [F:1][C:2]1[CH:3]=[CH:4][C:5]([S:13][C:15]2[CH:20]=[CH:19][CH:18]=[CH:17][C:16]=2[N+:21]([O-:23])=[O:22])=[C:6]([CH:12]=1)[C:7]([O:9][CH2:10][CH3:11])=[O:8], predict the reactants needed to synthesize it. The reactants are: [F:1][C:2]1[CH:3]=[CH:4][C:5]([SH:13])=[C:6]([CH:12]=1)[C:7]([O:9][CH2:10][CH3:11])=[O:8].F[C:15]1[CH:20]=[CH:19][CH:18]=[CH:17][C:16]=1[N+:21]([O-:23])=[O:22].C([O-])([O-])=O.[K+].[K+].